From a dataset of Catalyst prediction with 721,799 reactions and 888 catalyst types from USPTO. Predict which catalyst facilitates the given reaction. (1) Reactant: [CH3:1][O:2][C:3]([C:5]1[C@@H:10]([C:11]2[CH:16]=[CH:15][C:14]([C:17]#[N:18])=[CH:13][C:12]=2[CH:19]=[CH:20][O:21]C(C)(C)C)[N:9]2[C:26](=[O:29])[NH:27][N:28]=[C:8]2[N:7]([C:30]2[CH:35]=[CH:34][CH:33]=[C:32]([C:36]([F:39])([F:38])[F:37])[CH:31]=2)[C:6]=1[CH3:40])=[O:4].C(O)(C(F)(F)F)=O.[BH4-].[Na+].CO. Product: [CH3:1][O:2][C:3]([C:5]1[C@@H:10]([C:11]2[CH:16]=[CH:15][C:14]([C:17]#[N:18])=[CH:13][C:12]=2[CH2:19][CH2:20][OH:21])[N:9]2[C:26](=[O:29])[NH:27][N:28]=[C:8]2[N:7]([C:30]2[CH:35]=[CH:34][CH:33]=[C:32]([C:36]([F:38])([F:39])[F:37])[CH:31]=2)[C:6]=1[CH3:40])=[O:4]. The catalyst class is: 34. (2) Reactant: [C:1]([O-:12])(=O)[CH2:2][CH2:3][CH2:4][CH2:5][CH2:6][CH2:7][CH2:8][CH2:9][CH3:10].C([P+](CCCCCC)(CCCCCC)CCCCCCCCCCCCCC)CCCCC.C1([Mg][Br:53])C=CC=CC=1.BrBr.CN(C=O)C. Product: [Br:53][C:10]1[CH:9]=[CH:8][CH:7]=[CH:6][CH:5]=1.[CH:1](=[O:12])[C:2]1[CH:3]=[CH:4][CH:5]=[CH:6][CH:7]=1. The catalyst class is: 1. (3) Reactant: [C:1]([O:9][CH2:10][CH2:11][CH2:12][CH3:13])(=[O:8])[C:2]1[CH:7]=[CH:6][CH:5]=[N:4][CH:3]=1.O.[C:15](O)(=O)C. Product: [C:1]([C:2]1[CH:3]=[N:4][CH:5]=[CH:6][CH:7]=1)(=[O:9])[CH3:15].[C:1]([O:9][CH2:10][CH2:11][CH2:12][CH3:13])(=[O:8])[C:2]1[CH:7]=[CH:6][CH:5]=[N:4][CH:3]=1. The catalyst class is: 17. (4) Reactant: [CH3:1][C@:2]12[C@@:19]3([CH3:20])[C@@H:10]([C@:11]4([CH3:33])[C@@H:16]([CH2:17][CH2:18]3)[C:15]([CH3:22])([CH3:21])[C:14]([C:23]3[CH:32]=[CH:31][C:26]([C:27]([O:29]C)=[O:28])=[CH:25][CH:24]=3)=[CH:13][CH2:12]4)[CH2:9][CH2:8][C@@H:7]1[C@H:6]1[C@H:34]([C:37]([CH3:39])=[CH2:38])[CH2:35][CH2:36][C@:5]1([NH:40][CH2:41][CH2:42][N:43]1[CH2:48]CNC[CH2:44]1)[CH2:4][CH2:3]2.[CH2:49]([N:51](C(C)C)[CH:52](C)C)C.[CH3:58][N:59]([CH3:65])[C:60](=[O:64])[C:61]([OH:63])=O. Product: [CH3:49][N:51]([CH3:52])[C:61](=[O:63])[C:60]([N:59]1[CH2:65][CH2:48][N:43]([CH2:42][CH2:41][NH:40][C@:5]23[CH2:36][CH2:35][C@@H:34]([C:37]([CH3:39])=[CH2:38])[C@@H:6]2[C@@H:7]2[C@@:2]([CH3:1])([CH2:3][CH2:4]3)[C@@:19]3([CH3:20])[C@@H:10]([C@:11]4([CH3:33])[C@@H:16]([CH2:17][CH2:18]3)[C:15]([CH3:22])([CH3:21])[C:14]([C:23]3[CH:24]=[CH:25][C:26]([C:27]([OH:29])=[O:28])=[CH:31][CH:32]=3)=[CH:13][CH2:12]4)[CH2:9][CH2:8]2)[CH2:44][CH2:58]1)=[O:64]. The catalyst class is: 46. (5) Reactant: [CH:1](=[C:8]1[NH:12][C:11](=[O:13])[C:10]([N:14]=[O:15])=[C:9]1OC)[C:2]1[CH:7]=[CH:6][CH:5]=[CH:4][CH:3]=1.[NH3:18]. Product: [NH2:18][C:9]1[C:8](=[CH:1][C:2]2[CH:7]=[CH:6][CH:5]=[CH:4][CH:3]=2)[NH:12][C:11](=[O:13])[C:10]=1[N:14]=[O:15]. The catalyst class is: 5. (6) Reactant: [C:1](#[N:3])[CH3:2].[Li]CCCC.[C:9]([N:16]1[CH2:21][CH2:20][CH:19]([C:22]([O:24]CC)=O)[CH2:18][CH2:17]1)([O:11][C:12]([CH3:15])([CH3:14])[CH3:13])=[O:10]. Product: [C:9]([N:16]1[CH2:17][CH2:18][CH:19]([C:22](=[O:24])[CH2:2][C:1]#[N:3])[CH2:20][CH2:21]1)([O:11][C:12]([CH3:13])([CH3:14])[CH3:15])=[O:10]. The catalyst class is: 1. (7) Reactant: [C:1]([C:3]1[CH:8]=[CH:7][C:6]([CH:9]([O:30][C:31]2[CH:36]=[CH:35][C:34]([O:37][CH3:38])=[C:33]([O:39][CH3:40])[CH:32]=2)[CH2:10][CH2:11][CH2:12][N:13]2[CH2:19][CH:18]3[CH:20]([N:21](C)[C:22](=O)[O:23]C(C)(C)C)[CH:15]([CH2:16][CH2:17]3)[CH2:14]2)=[CH:5][CH:4]=1)#[N:2].Cl. Product: [OH-:23].[NH4+:2].[CH3:40][O:39][C:33]1[CH:32]=[C:31]([CH:36]=[CH:35][C:34]=1[O:37][CH3:38])[O:30][CH:9]([C:6]1[CH:5]=[CH:4][C:3]([C:1]#[N:2])=[CH:8][CH:7]=1)[CH2:10][CH2:11][CH2:12][N:13]1[CH2:19][CH:18]2[CH:20]([NH:21][CH3:22])[CH:15]([CH2:16][CH2:17]2)[CH2:14]1. The catalyst class is: 13.